This data is from Full USPTO retrosynthesis dataset with 1.9M reactions from patents (1976-2016). The task is: Predict the reactants needed to synthesize the given product. Given the product [CH2:24]([S:31][CH:32]([CH:35]([O:36][CH3:37])[O:38][CH3:39])[CH2:33][NH:34][C:12]([C:9]1[NH:10][C:11]2[C:7]([CH:8]=1)=[CH:6][CH:5]=[CH:4][C:3]=2[N:2]([CH3:1])[S:15]([C:18]1[N:19]([CH3:23])[CH:20]=[CH:21][N:22]=1)(=[O:17])=[O:16])=[O:13])[C:25]1[CH:30]=[CH:29][CH:28]=[CH:27][CH:26]=1, predict the reactants needed to synthesize it. The reactants are: [CH3:1][N:2]([S:15]([C:18]1[N:19]([CH3:23])[CH:20]=[CH:21][N:22]=1)(=[O:17])=[O:16])[C:3]1[CH:4]=[CH:5][CH:6]=[C:7]2[C:11]=1[NH:10][C:9]([C:12](O)=[O:13])=[CH:8]2.[CH2:24]([S:31][CH:32]([CH:35]([O:38][CH3:39])[O:36][CH3:37])[CH2:33][NH2:34])[C:25]1[CH:30]=[CH:29][CH:28]=[CH:27][CH:26]=1.C(N(C(C)C)C(C)C)C.F[P-](F)(F)(F)(F)F.N1(OC(N(C)C)=[N+](C)C)C2N=CC=CC=2N=N1.